Dataset: Forward reaction prediction with 1.9M reactions from USPTO patents (1976-2016). Task: Predict the product of the given reaction. Given the reactants [NH2:1][CH2:2][CH2:3][OH:4].Cl[C:6]1[N:7]=[N+:8]([O-:17])[C:9]2[CH:15]=[CH:14][C:13]([CH3:16])=[CH:12][C:10]=2[N:11]=1, predict the reaction product. The product is: [CH3:16][C:13]1[CH:14]=[CH:15][C:9]2[N+:8]([O-:17])=[N:7][C:6]([NH:1][CH2:2][CH2:3][OH:4])=[N:11][C:10]=2[CH:12]=1.